This data is from HIV replication inhibition screening data with 41,000+ compounds from the AIDS Antiviral Screen. The task is: Binary Classification. Given a drug SMILES string, predict its activity (active/inactive) in a high-throughput screening assay against a specified biological target. (1) The drug is CCOC(=O)C(C(=O)c1ccc([N+](=O)[O-])cc1)=[N+]1c2ccccc2N(C)[C-]1C. The result is 0 (inactive). (2) The result is 0 (inactive). The compound is N=C(N)NS(=O)(=O)c1ccc(Nc2c3ccccc3nc3c(C(=O)NCCO)cccc23)cc1. (3) The drug is COc1cccc(C(=O)N2CCc3ccccc32)c1OC. The result is 0 (inactive). (4) The compound is C(=Cc1ccccc1)Cn1nc(-c2ccccc2)nc1-c1cnccn1. The result is 0 (inactive). (5) The drug is O=C1c2ccccc2C2(O)Oc3cccc(O)c3C12O. The result is 0 (inactive). (6) The molecule is CC(=S)NC=Cc1c(C(=O)O)cc([N+](=O)[O-])cc1[N+](=O)[O-]. The result is 0 (inactive).